From a dataset of Full USPTO retrosynthesis dataset with 1.9M reactions from patents (1976-2016). Predict the reactants needed to synthesize the given product. (1) Given the product [CH3:18][C:2]1([CH3:1])[C:6]([CH3:7])([CH3:8])[O:5][B:4]([C:9]2[CH:10]=[CH:11][C:12]([C:13]([N:22]3[CH2:21][CH2:20][N:19]([C:25]([O:27][C:28]([CH3:31])([CH3:30])[CH3:29])=[O:26])[CH2:24][CH2:23]3)=[O:15])=[CH:16][CH:17]=2)[O:3]1, predict the reactants needed to synthesize it. The reactants are: [CH3:1][C:2]1([CH3:18])[C:6]([CH3:8])([CH3:7])[O:5][B:4]([C:9]2[CH:17]=[CH:16][C:12]([C:13]([OH:15])=O)=[CH:11][CH:10]=2)[O:3]1.[N:19]1([C:25]([O:27][C:28]([CH3:31])([CH3:30])[CH3:29])=[O:26])[CH2:24][CH2:23][NH:22][CH2:21][CH2:20]1.O.N1(O)C2C=CC=CC=2N=N1.Cl.C(N=C=NCCCN(C)C)C.C(N(CC)CC)C. (2) Given the product [NH2:1][C:2]([NH:4][CH2:5][CH2:6][O:7][C:8]1[CH:9]=[CH:10][C:11]([C:14]2[N:18]([C:19]3[CH:20]=[CH:21][C:22]([O:25][CH3:26])=[CH:23][CH:24]=3)[N:17]=[C:16]([NH:49][C:52](=[O:37])[O:58][C:54]([CH3:57])([CH3:56])[CH3:55])[CH:15]=2)=[CH:12][CH:13]=1)=[O:3], predict the reactants needed to synthesize it. The reactants are: [NH2:1][C:2]([NH:4][CH2:5][CH2:6][O:7][C:8]1[CH:13]=[CH:12][C:11]([C:14]2[N:18]([C:19]3[CH:24]=[CH:23][C:22]([O:25][CH3:26])=[CH:21][CH:20]=3)[N:17]=[C:16](C(O)=O)[CH:15]=2)=[CH:10][CH:9]=1)=[O:3].C1(P(N=[N+]=[N-])(C2C=CC=CC=2)=[O:37])C=CC=CC=1.CC[N:49]([CH2:52]C)CC.[C:54]([OH:58])([CH3:57])([CH3:56])[CH3:55]. (3) Given the product [CH2:1]([N:3]1[CH2:8][CH2:7][N:6]([CH2:9][C:10]2[CH:15]=[CH:14][C:13]([NH:16][C:17]([N:19]3[C:27]4[C:22](=[CH:23][C:24]([O:28][C:29]5[CH:34]=[C:33]([NH:37][CH3:36])[N:32]=[CH:31][N:30]=5)=[CH:25][CH:26]=4)[CH2:21][CH2:20]3)=[O:18])=[CH:12][CH:11]=2)[CH2:5][CH2:4]1)[CH3:2], predict the reactants needed to synthesize it. The reactants are: [CH2:1]([N:3]1[CH2:8][CH2:7][N:6]([CH2:9][C:10]2[CH:15]=[CH:14][C:13]([NH:16][C:17]([N:19]3[C:27]4[C:22](=[CH:23][C:24]([O:28][C:29]5[CH:34]=[C:33](Cl)[N:32]=[CH:31][N:30]=5)=[CH:25][CH:26]=4)[CH2:21][CH2:20]3)=[O:18])=[CH:12][CH:11]=2)[CH2:5][CH2:4]1)[CH3:2].[CH3:36][NH2:37]. (4) Given the product [Br-:1].[C:10]1([C:13]2[CH:18]=[CH:17][CH:16]=[CH:15][CH:14]=2)[CH:11]=[CH:12][C:7]([CH2:6][CH2:5][CH2:4][CH2:3][CH2:2][N+:20]2[CH:21]=[CH:22][C:23]3[C:28](=[CH:27][CH:26]=[CH:25][CH:24]=3)[CH:19]=2)=[CH:8][CH:9]=1, predict the reactants needed to synthesize it. The reactants are: [Br:1][CH2:2][CH2:3][CH2:4][CH2:5][CH2:6][C:7]1[CH:12]=[CH:11][C:10]([C:13]2[CH:18]=[CH:17][CH:16]=[CH:15][CH:14]=2)=[CH:9][CH:8]=1.[CH:19]1[C:28]2[C:23](=[CH:24][CH:25]=[CH:26][CH:27]=2)[CH:22]=[CH:21][N:20]=1. (5) Given the product [CH2:1]([O:8][C:9]([N:11]([CH2:32][C:33]([N:35]1[CH2:39][C@@H:38]([F:40])[CH2:37][C@H:36]1[C:41]#[N:42])=[O:34])[C:12]12[CH2:17][CH2:16][C:15]([C:20]([N:47]3[CH2:48][CH2:49][CH:44]([OH:43])[CH2:45][CH2:46]3)=[O:22])([CH2:14][CH2:13]1)[CH2:18][CH2:19]2)=[O:10])[C:2]1[CH:7]=[CH:6][CH:5]=[CH:4][CH:3]=1, predict the reactants needed to synthesize it. The reactants are: [CH2:1]([O:8][C:9]([N:11]([CH2:32][C:33]([N:35]1[CH2:39][C@@H:38]([F:40])[CH2:37][C@H:36]1[C:41]#[N:42])=[O:34])[C:12]12[CH2:19][CH2:18][C:15]([C:20]([O:22]N3C4C=CC=CC=4N=N3)=O)([CH2:16][CH2:17]1)[CH2:14][CH2:13]2)=[O:10])[C:2]1[CH:7]=[CH:6][CH:5]=[CH:4][CH:3]=1.[OH:43][CH:44]1[CH2:49][CH2:48][NH:47][CH2:46][CH2:45]1. (6) Given the product [CH2:26]([N:33]1[CH2:39][C:6]([F:8])([F:9])[CH:5]([C:4]([O:3][CH2:1][CH3:2])=[O:10])[CH2:34]1)[C:27]1[CH:32]=[CH:31][CH:30]=[CH:29][CH:28]=1, predict the reactants needed to synthesize it. The reactants are: [CH2:1]([O:3][C:4](=[O:10])[CH2:5][C:6]([F:9])([F:8])F)[CH3:2].C(N(CC)CC)C.[O-]S(C(F)(F)F)(=O)=O.[CH2:26]([N:33]([CH2:39]OC)[CH2:34][Si](C)(C)C)[C:27]1[CH:32]=[CH:31][CH:30]=[CH:29][CH:28]=1.C(O)(C(F)(F)F)=O. (7) Given the product [NH2:35][C:36]1[CH:46]=[CH:45][C:44]([C:15]2[CH:16]=[C:17]3[C:9]([C:4]4[CH:5]=[CH:6][CH:7]=[CH:8][C:3]=4[O:2][CH3:1])=[N:10][N:11]([CH2:27][O:28][CH2:29][CH2:30][Si:31]([CH3:34])([CH3:32])[CH3:33])[C:12]3=[N:13][CH:14]=2)=[CH:43][C:37]=1[C:38]([N:40]([CH3:42])[CH3:41])=[O:39], predict the reactants needed to synthesize it. The reactants are: [CH3:1][O:2][C:3]1[CH:8]=[CH:7][CH:6]=[CH:5][C:4]=1[C:9]1[C:17]2[C:12](=[N:13][CH:14]=[C:15](B3OC(C)(C)C(C)(C)O3)[CH:16]=2)[N:11]([CH2:27][O:28][CH2:29][CH2:30][Si:31]([CH3:34])([CH3:33])[CH3:32])[N:10]=1.[NH2:35][C:36]1[CH:46]=[CH:45][C:44](Br)=[CH:43][C:37]=1[C:38]([N:40]([CH3:42])[CH3:41])=[O:39].C(#N)C.C(=O)(O)[O-].[Na+]. (8) Given the product [Cl:1][C:2]1[CH:3]=[C:4]2[C:9](=[CH:10][C:11]=1[O:12][C:13]1[CH:21]=[CH:20][C:16]([C:17](=[O:19])[NH:42][C:40]3[S:41][C:37]4[CH:36]=[C:35]([C:34]([F:46])([F:33])[F:45])[CH:44]=[CH:43][C:38]=4[N:39]=3)=[CH:15][CH:14]=1)[O:8][CH2:7][CH2:6][CH:5]2[C:22]([O:24][CH2:25][CH3:26])=[O:23], predict the reactants needed to synthesize it. The reactants are: [Cl:1][C:2]1[CH:3]=[C:4]2[C:9](=[CH:10][C:11]=1[O:12][C:13]1[CH:21]=[CH:20][C:16]([C:17]([OH:19])=O)=[CH:15][CH:14]=1)[O:8][CH2:7][CH2:6][CH:5]2[C:22]([O:24][CH2:25][CH3:26])=[O:23].C(Cl)(=O)C(Cl)=O.[F:33][C:34]([F:46])([F:45])[C:35]1[CH:44]=[CH:43][C:38]2[N:39]=[C:40]([NH2:42])[S:41][C:37]=2[CH:36]=1.C(N(C(C)C)CC)(C)C. (9) Given the product [Cl:16][C:17]1[CH:22]=[CH:21][C:20]([C:23]2[CH:24]=[C:25]([C:28]([NH:15][C:10]3[CH:9]=[CH:8][C:7]4[CH2:6][CH:5]([CH2:4][N:2]([CH3:1])[CH3:3])[CH2:14][CH2:13][C:12]=4[CH:11]=3)=[O:29])[NH:26][CH:27]=2)=[CH:19][CH:18]=1, predict the reactants needed to synthesize it. The reactants are: [CH3:1][N:2]([CH2:4][CH:5]1[CH2:14][CH2:13][C:12]2[CH:11]=[C:10]([NH2:15])[CH:9]=[CH:8][C:7]=2[CH2:6]1)[CH3:3].[Cl:16][C:17]1[CH:22]=[CH:21][C:20]([C:23]2[CH:24]=[C:25]([C:28](O)=[O:29])[NH:26][CH:27]=2)=[CH:19][CH:18]=1.